This data is from Full USPTO retrosynthesis dataset with 1.9M reactions from patents (1976-2016). The task is: Predict the reactants needed to synthesize the given product. (1) Given the product [CH:1]1([CH2:7][CH2:8][O:9][C:10]2[CH:11]=[C:12]([CH:28]=[CH:29][CH:30]=2)[C:13]([N:15]2[CH2:20][CH2:19][N:18]([C:21]([N:23]([CH3:31])[S:24]([CH3:27])(=[O:26])=[O:25])=[O:22])[CH2:17][CH2:16]2)=[O:14])[CH2:2][CH2:3][CH2:4][CH2:5][CH2:6]1, predict the reactants needed to synthesize it. The reactants are: [CH:1]1([CH2:7][CH2:8][O:9][C:10]2[CH:11]=[C:12]([CH:28]=[CH:29][CH:30]=2)[C:13]([N:15]2[CH2:20][CH2:19][N:18]([C:21]([NH:23][S:24]([CH3:27])(=[O:26])=[O:25])=[O:22])[CH2:17][CH2:16]2)=[O:14])[CH2:6][CH2:5][CH2:4][CH2:3][CH2:2]1.[C:31](=O)([O-])[O-].[K+].[K+].CI.CCOC(C)=O. (2) Given the product [F:1][C:2]1[CH:9]=[CH:8][C:7]([C:10]([F:11])([F:12])[F:13])=[CH:6][C:3]=1[C@H:4]1[O:5][CH:26]=[N:25][C@@H:24]1[S:14]([C:17]1[CH:23]=[CH:22][C:20]([CH3:21])=[CH:19][CH:18]=1)(=[O:16])=[O:15], predict the reactants needed to synthesize it. The reactants are: [F:1][C:2]1[CH:9]=[CH:8][C:7]([C:10]([F:13])([F:12])[F:11])=[CH:6][C:3]=1[CH:4]=[O:5].[S:14]([CH2:24][N+:25]#[C-:26])([C:17]1[CH:23]=[CH:22][C:20]([CH3:21])=[CH:19][CH:18]=1)(=[O:16])=[O:15].[C-]#N.[Na+]. (3) Given the product [NH2:2][C:3]1[C:8]2[C:9]([C:25]3[CH:26]=[N:27][C:28]4[C:33]([CH:34]=3)=[CH:32][CH:31]=[CH:30][CH:29]=4)=[C:10]3[N:15]([C:7]=2[N:6]=[CH:5][N:4]=1)[CH2:14][C@@H:13]([NH:16][C:17](=[O:23])[CH:36]=[CH2:41])[CH:12]=[C:11]3[CH3:24], predict the reactants needed to synthesize it. The reactants are: Cl.[NH2:2][C:3]1[C:8]2[C:9]([C:25]3[CH:26]=[N:27][C:28]4[C:33]([CH:34]=3)=[CH:32][CH:31]=[CH:30][CH:29]=4)=[C:10]3[N:15]([C:7]=2[N:6]=[CH:5][N:4]=1)[CH2:14][C@@H:13]([NH:16][C:17](=[O:23])OC(C)(C)C)[CH:12]=[C:11]3[CH3:24].N[C:36]1[C:41]2C(C3C=NC4C(C=3)=CC=CC=4)=C3N(C=2N=CN=1)C[C@@H](NC(=O)OC(C)(C)C)CC3=C. (4) Given the product [Br:34][CH2:12][CH2:11][C:3]1[CH:4]=[CH:5][C:6]([N+:8]([O-:10])=[O:9])=[CH:7][C:2]=1[Cl:1], predict the reactants needed to synthesize it. The reactants are: [Cl:1][C:2]1[CH:7]=[C:6]([N+:8]([O-:10])=[O:9])[CH:5]=[CH:4][C:3]=1[CH2:11][CH2:12]O.C1(P(C2C=CC=CC=2)C2C=CC=CC=2)C=CC=CC=1.C(Br)(Br)(Br)[Br:34].O. (5) The reactants are: [CH3:1][C:2]1[CH:6]=[CH:5][NH:4][C:3]=1[C:7]([NH:9][C:10]1[CH:15]=[CH:14][CH:13]=[CH:12][C:11]=1[CH3:16])=[O:8].[H-].[Na+].C1(C)C=C(C)C=C(C)C=1S(O[NH2:31])(=O)=O. Given the product [NH2:31][N:4]1[CH:5]=[CH:6][C:2]([CH3:1])=[C:3]1[C:7]([NH:9][C:10]1[CH:15]=[CH:14][CH:13]=[CH:12][C:11]=1[CH3:16])=[O:8], predict the reactants needed to synthesize it. (6) Given the product [Br:1][C:2]1[C:3]([CH2:8][N:22]2[CH2:21][CH2:20][N:19]([C:25]([O:27][C:28]([CH3:31])([CH3:30])[CH3:29])=[O:26])[CH2:24][CH2:23]2)=[N:4][CH:5]=[CH:6][CH:7]=1, predict the reactants needed to synthesize it. The reactants are: [Br:1][C:2]1[C:3]([CH:8]=O)=[N:4][CH:5]=[CH:6][CH:7]=1.C(N(CC)C(C)C)(C)C.[N:19]1([C:25]([O:27][C:28]([CH3:31])([CH3:30])[CH3:29])=[O:26])[CH2:24][CH2:23][NH:22][CH2:21][CH2:20]1.C(O[BH-](OC(=O)C)OC(=O)C)(=O)C.[Na+]. (7) Given the product [N:8]1([C:6]([CH:13]2[CH2:15][CH2:14]2)=[O:7])[CH:9]=[CH:10][N:11]=[CH:12]1, predict the reactants needed to synthesize it. The reactants are: C1N=CN([C:6]([N:8]2[CH:12]=[N:11][CH:10]=[CH:9]2)=[O:7])C=1.[CH:13]1(C(O)=O)[CH2:15][CH2:14]1.